From a dataset of Full USPTO retrosynthesis dataset with 1.9M reactions from patents (1976-2016). Predict the reactants needed to synthesize the given product. (1) Given the product [O:20]([C:34]1[CH:39]=[CH:38][C:37]([CH2:40][CH2:41][CH2:42][CH2:43][NH2:44])=[CH:36][CH:35]=1)[CH2:21][CH2:22][O:23][CH2:24][CH2:25][O:26][CH2:27][CH2:28][O:29][CH2:30][CH2:31][O:32][CH3:33], predict the reactants needed to synthesize it. The reactants are: O(C1C=CC(CCCCN)=CC=1)CCOCCOC.[O:20]([C:34]1[CH:39]=[CH:38][C:37]([CH:40](C(OCC2C=CC=CC=2)=O)[CH2:41][CH2:42][CH2:43][NH2:44])=[CH:36][CH:35]=1)[CH2:21][CH2:22][O:23][CH2:24][CH2:25][O:26][CH2:27][CH2:28][O:29][CH2:30][CH2:31][O:32][CH3:33]. (2) The reactants are: [F:1][C:2]1([F:19])[CH2:7][O:6][C:5]([NH2:8])=[N:4][C@@:3]21[C:17]1[C:12](=[CH:13][CH:14]=[C:15]([NH2:18])[CH:16]=1)[O:11][CH2:10][CH2:9]2.Cl[C:21]1[CH:22]=N[NH:24][C:25]=1[C:26]([OH:28])=O. Given the product [NH2:8][C:5]1[O:6][CH2:7][C:2]([F:1])([F:19])[C@@:3]2([C:17]3[C:12](=[CH:13][CH:14]=[C:15]([NH:18][C:26](=[O:28])[C:25]4[CH:21]=[CH:22][C:2]([C:3]#[N:4])=[CH:7][N:24]=4)[CH:16]=3)[O:11][CH2:10][CH2:9]2)[N:4]=1, predict the reactants needed to synthesize it.